Predict the reactants needed to synthesize the given product. From a dataset of Full USPTO retrosynthesis dataset with 1.9M reactions from patents (1976-2016). (1) Given the product [N:1]1[CH:2]=[CH:3][C:4](/[CH:7]=[CH:8]/[C:9]2[CH:10]=[N:11][CH:12]=[C:13]([CH:19]=2)[C:14]([OH:16])=[O:15])=[CH:5][CH:6]=1, predict the reactants needed to synthesize it. The reactants are: [N:1]1[CH:6]=[CH:5][C:4](/[CH:7]=[CH:8]/[C:9]2[CH:10]=[N:11][CH:12]=[C:13]([CH:19]=2)[C:14]([O:16]CC)=[O:15])=[CH:3][CH:2]=1.O[Li].O. (2) The reactants are: [CH:1]1[C:10]2[CH2:9][CH2:8][CH2:7][CH2:6][C:5]=2[CH:4]=[CH:3][C:2]=1[C:11](=[O:13])[CH3:12].[Br-:14].[Br-].[Br-].C1([N+](C)(C)C)C=CC=CC=1.C1([N+](C)(C)C)C=CC=CC=1.C1([N+](C)(C)C)C=CC=CC=1. Given the product [Br:14][CH2:12][C:11]([C:2]1[CH:3]=[CH:4][C:5]2[CH2:6][CH2:7][CH2:8][CH2:9][C:10]=2[CH:1]=1)=[O:13], predict the reactants needed to synthesize it. (3) The reactants are: [CH3:1][C:2]1([CH3:16])[O:6][C@H:5]([C@H:7]([CH2:11][CH:12]([CH3:14])[CH3:13])[C:8]([OH:10])=O)[C:4](=[O:15])[O:3]1.C(OC(C)C)(=O)[C@@H](CC(OC(C)C)=O)O.CCN(C(C)C)C(C)C.F[P-](F)(F)(F)(F)F.FC(N(C)C)=[N+](C)C.[CH3:56][O:57][C:58]1[CH:63]=[CH:62][C:61]([N:64]2[CH2:69][CH2:68][NH:67][CH2:66][CH2:65]2)=[CH:60][CH:59]=1. Given the product [CH3:56][O:57][C:58]1[CH:59]=[CH:60][C:61]([N:64]2[CH2:69][CH2:68][N:67]([C:8]([C@H:7]([C@H:5]3[O:6][C:2]([CH3:1])([CH3:16])[O:3][C:4]3=[O:15])[CH2:11][CH:12]([CH3:14])[CH3:13])=[O:10])[CH2:66][CH2:65]2)=[CH:62][CH:63]=1, predict the reactants needed to synthesize it. (4) Given the product [C:1]([O:9][CH2:10][CH2:11][CH2:12][CH3:13])(=[O:8])[C:2]1[CH:7]=[CH:6][CH:5]=[N:4][CH:3]=1, predict the reactants needed to synthesize it. The reactants are: [C:1]([OH:9])(=[O:8])[C:2]1[CH:7]=[CH:6][CH:5]=[N:4][CH:3]=1.[CH2:10](O)[CH2:11][CH2:12][CH3:13]. (5) Given the product [CH:25]([O:28][C:29]1[CH:30]=[CH:31][C:32]([C:35]([N:22]2[CH2:23][CH2:24][CH:19]([CH2:18][O:17][C:14]3[CH:13]=[CH:12][C:11]([C:8]4[CH:9]=[CH:10][C:5]([S:2]([CH3:1])(=[O:3])=[O:4])=[CH:6][CH:7]=4)=[CH:16][N:15]=3)[CH2:20][CH2:21]2)=[O:36])=[N:33][CH:34]=1)([CH3:27])[CH3:26], predict the reactants needed to synthesize it. The reactants are: [CH3:1][S:2]([C:5]1[CH:10]=[CH:9][C:8]([C:11]2[CH:12]=[CH:13][C:14]([O:17][CH2:18][CH:19]3[CH2:24][CH2:23][NH:22][CH2:21][CH2:20]3)=[N:15][CH:16]=2)=[CH:7][CH:6]=1)(=[O:4])=[O:3].[CH:25]([O:28][C:29]1[CH:30]=[CH:31][C:32]([C:35](O)=[O:36])=[N:33][CH:34]=1)([CH3:27])[CH3:26]. (6) Given the product [NH2:8][C:9]1[CH:14]=[CH:13][C:12]([C:15]2[C:16]([NH2:22])=[N:17][CH:18]=[C:19]([C:27]3[CH:26]=[N:25][N:24]([CH3:23])[CH:28]=3)[CH:20]=2)=[CH:11][CH:10]=1, predict the reactants needed to synthesize it. The reactants are: O.C(=O)([O-])[O-].[K+].[K+].[NH2:8][C:9]1[CH:14]=[CH:13][C:12]([C:15]2[C:16]([NH2:22])=[N:17][CH:18]=[C:19](Br)[CH:20]=2)=[CH:11][CH:10]=1.[CH3:23][N:24]1[CH:28]=[C:27](B2OC(C)(C)C(C)(C)O2)[CH:26]=[N:25]1. (7) Given the product [OH:13][C@@H:14]([C@H:16]1[C:36](=[O:37])[N:18]2[C:19]([C:33]([O:35][CH2:9][O:8][C:7]([NH:6][CH2:1][CH2:2][CH2:3][CH2:4][CH3:5])=[O:11])=[O:34])=[C:20]([S:23]/[CH:24]=[CH:25]\[C:26]3[S:30][CH:29]=[N:28][C:27]=3[CH2:31][OH:32])[C@H:21]([CH3:22])[C@H:17]12)[CH3:15], predict the reactants needed to synthesize it. The reactants are: [CH2:1]([N:6](C)[C:7](=[O:11])[O:8][CH2:9]Cl)[CH2:2][CH2:3][CH2:4][CH3:5].[OH:13][C@@H:14]([C@H:16]1[C:36](=[O:37])[N:18]2[C:19]([C:33]([O-:35])=[O:34])=[C:20]([S:23]/[CH:24]=[CH:25]\[C:26]3[S:30][CH:29]=[N:28][C:27]=3[CH2:31][OH:32])[C@H:21]([CH3:22])[C@H:17]12)[CH3:15].[Na+].